Dataset: Forward reaction prediction with 1.9M reactions from USPTO patents (1976-2016). Task: Predict the product of the given reaction. Given the reactants [CH3:1][C:2]1[S:6][C:5](/[CH:7]=[CH:8]/[C:9]([O:11][C:12]([CH3:15])([CH3:14])[CH3:13])=[O:10])=[CH:4][CH:3]=1.[CH3:16]C1SC(C2CC2C(OCCCC)=O)=CC=1, predict the reaction product. The product is: [CH3:1][C:2]1[S:6][C:5]([CH:7]2[CH2:16][CH:8]2[C:9]([O:11][C:12]([CH3:15])([CH3:14])[CH3:13])=[O:10])=[CH:4][CH:3]=1.